Task: Predict the reaction yield, written as a fraction of the theoretical maximum amount of product (1.0 means a 100% yield; for example, 0.34 means a 34% yield).. Dataset: Reaction yield outcomes from USPTO patents with 853,638 reactions (1) The reactants are Cl[C:2](=[N:8][NH:9][C:10]1[CH:15]=[CH:14][C:13]([Cl:16])=[CH:12][CH:11]=1)[C:3]([O:5][CH2:6][CH3:7])=[O:4].[CH2:17]=[CH:18][C:19]1[CH:24]=[CH:23][CH:22]=[CH:21][CH:20]=1.C(N(CC)CC)C. The catalyst is C1C=CC=CC=1. The product is [Cl:16][C:13]1[CH:14]=[CH:15][C:10]([N:9]2[CH:18]([C:19]3[CH:24]=[CH:23][CH:22]=[CH:21][CH:20]=3)[CH2:17][C:2]([C:3]([O:5][CH2:6][CH3:7])=[O:4])=[N:8]2)=[CH:11][CH:12]=1. The yield is 0.940. (2) The reactants are [Sn].[CH3:2][N:3]([CH3:26])[C:4]1([C:20]2[CH:25]=[CH:24][CH:23]=[CH:22][CH:21]=2)[CH2:9][CH2:8][C:7]([C:10]2[NH:18][C:17]3[CH:16]=[CH:15][N:14]=[CH:13][C:12]=3[C:11]=2[CH3:19])=[CH:6][CH2:5]1. The catalyst is Br. The product is [CH3:26][N:3]([CH3:2])[C:4]1([C:20]2[CH:21]=[CH:22][CH:23]=[CH:24][CH:25]=2)[CH2:5][CH2:6][CH:7]([C:10]2[NH:18][C:17]3[CH:16]=[CH:15][N:14]=[CH:13][C:12]=3[C:11]=2[CH3:19])[CH2:8][CH2:9]1. The yield is 0.0400.